From a dataset of Full USPTO retrosynthesis dataset with 1.9M reactions from patents (1976-2016). Predict the reactants needed to synthesize the given product. (1) Given the product [C:17]([C@@H:20]1[N:5]([C:6]2[CH:7]=[C:8]([Cl:14])[C:9]([F:13])=[C:10]([Cl:12])[CH:11]=2)[C:3](=[O:4])[C@@H:2]([CH3:15])[NH:1]1)([CH3:19])([CH3:18])[CH3:16], predict the reactants needed to synthesize it. The reactants are: [NH2:1][C@H:2]([CH3:15])[C:3]([NH:5][C:6]1[CH:11]=[C:10]([Cl:12])[C:9]([F:13])=[C:8]([Cl:14])[CH:7]=1)=[O:4].[CH:16](=O)[C:17]([CH3:20])([CH3:19])[CH3:18]. (2) The reactants are: Br[C:2]1[CH:12]=[CH:11][C:5]2[O:6][C:7]([F:10])([F:9])[O:8][C:4]=2[CH:3]=1.C(#N)C.C(N(CC)CC)C. Given the product [CH3:5][O:6][C:7]([C:2]1[CH:12]=[CH:11][C:5]2[O:6][C:7]([F:10])([F:9])[O:8][C:4]=2[CH:3]=1)=[O:8], predict the reactants needed to synthesize it. (3) Given the product [CH3:40][S:1]([C:5]1[CH:10]=[CH:9][C:8]([NH:11][C:12]([C:14]2[C:15]([CH3:21])=[C:16]([C:24]3[CH:25]=[CH:26][CH:27]=[CH:28][C:23]=3[O:22][C:29]3[CH:34]=[CH:33][CH:32]=[CH:31][CH:30]=3)[N:17]([CH3:19])[CH:18]=2)=[O:13])=[CH:7][CH:6]=1)(=[O:4])=[O:3], predict the reactants needed to synthesize it. The reactants are: [S:1]([C:5]1[CH:10]=[CH:9][C:8]([NH:11][C:12]([C:14]2[C:15]([CH3:21])=[C:16](Br)[N:17]([CH3:19])[CH:18]=2)=[O:13])=[CH:7][CH:6]=1)(=[O:4])(=[O:3])N.[O:22]([C:29]1[CH:34]=[CH:33][CH:32]=[CH:31][C:30]=1B(O)O)[C:23]1[CH:28]=[CH:27][CH:26]=[CH:25][CH:24]=1.[OH-].[K+].[CH2:40](O)C.CN(C=O)C. (4) Given the product [CH:1]1([NH:4][C:5]([C:7]2[N:8]=[N:9][N:10]([C:38]3[CH:39]=[CH:40][C:41]([C:44]([NH:46][CH2:47][CH3:48])=[O:45])=[CH:42][CH:43]=3)[C:11]=2/[CH:12]=[CH:13]/[C:14]2[NH:18][CH:17]=[CH:16][N:15]=2)=[O:6])[CH2:2][CH2:3]1, predict the reactants needed to synthesize it. The reactants are: [CH:1]1([NH:4][C:5]([C:7]2[N:8]=[N:9][N:10]([C:38]3[CH:43]=[CH:42][C:41]([C:44]([NH:46][CH2:47][CH3:48])=[O:45])=[CH:40][CH:39]=3)[C:11]=2/[CH:12]=[CH:13]/[C:14]2[N:15](C(C3C=CC=CC=3)(C3C=CC=CC=3)C3C=CC=CC=3)[CH:16]=[CH:17][N:18]=2)=[O:6])[CH2:3][CH2:2]1. (5) Given the product [F:1][C:2]1[CH:7]=[CH:6][C:5]([P:8](=[O:9])([CH:12]=[CH2:13])[CH:18]=[CH2:19])=[CH:4][CH:3]=1, predict the reactants needed to synthesize it. The reactants are: [F:1][C:2]1[CH:7]=[CH:6][C:5]([P:8](Cl)(Cl)=[O:9])=[CH:4][CH:3]=1.[CH:12]([Mg]Br)=[CH2:13].[Cl-].[NH4+].[CH2:18]1COC[CH2:19]1. (6) Given the product [Cl:14][C:15]1[N:20]=[C:19]([O:21][CH3:22])[C:18]([N:23]([CH2:10][C:11](=[O:13])[CH3:12])[CH:24]=[O:25])=[CH:17][CH:16]=1, predict the reactants needed to synthesize it. The reactants are: C(=O)([O-])[O-].[Cs+].[Cs+].[I-].[K+].Cl[CH2:10][C:11](=[O:13])[CH3:12].[Cl:14][C:15]1[N:20]=[C:19]([O:21][CH3:22])[C:18]([NH:23][CH:24]=[O:25])=[CH:17][CH:16]=1. (7) Given the product [CH3:1][O:2][CH2:3][C@@H:4]1[CH2:5][N:6]([C:17]2[CH:18]=[CH:19][C:20]3[O:21][CH2:22][C:23](=[O:27])[NH:24][C:25]=3[N:26]=2)[C@H:7]([C:10]2[CH:15]=[CH:14][CH:13]=[CH:12][CH:11]=2)[CH2:8][O:9]1, predict the reactants needed to synthesize it. The reactants are: [CH3:1][O:2][CH2:3][C@H:4]1[O:9][CH2:8][C@@H:7]([C:10]2[CH:15]=[CH:14][CH:13]=[CH:12][CH:11]=2)[NH:6][CH2:5]1.Br[C:17]1[CH:18]=[CH:19][C:20]2[O:21][CH2:22][C:23](=[O:27])[NH:24][C:25]=2[N:26]=1.